Predict the product of the given reaction. From a dataset of Forward reaction prediction with 1.9M reactions from USPTO patents (1976-2016). (1) Given the reactants [CH2:1]([O:3][C:4]([C:6]1([C:9]2[CH:14]=[CH:13][C:12]([C:15]3[CH:20]=[CH:19][C:18]([C:21]4[O:25][N:24]=[C:23]([CH3:26])[C:22]=4[CH2:27][CH2:28][OH:29])=[CH:17][CH:16]=3)=[CH:11][CH:10]=2)[CH2:8][CH2:7]1)=[O:5])[CH3:2].Br[CH2:31][C:32]1[CH:37]=[CH:36][CH:35]=[CH:34][N:33]=1, predict the reaction product. The product is: [CH2:1]([O:3][C:4]([C:6]1([C:9]2[CH:10]=[CH:11][C:12]([C:15]3[CH:20]=[CH:19][C:18]([C:21]4[O:25][N:24]=[C:23]([CH3:26])[C:22]=4[CH2:27][CH2:28][O:29][CH2:31][C:32]4[CH:37]=[CH:36][CH:35]=[CH:34][N:33]=4)=[CH:17][CH:16]=3)=[CH:13][CH:14]=2)[CH2:8][CH2:7]1)=[O:5])[CH3:2]. (2) Given the reactants [C:1]([C:5]1[CH:32]=[CH:31][CH:30]=[CH:29][C:6]=1[O:7][CH2:8][CH2:9][N:10]([CH3:28])[C:11]([C:13]1[C:14]2[CH2:20][N:19](C(OC(C)(C)C)=O)[CH2:18][C:15]=2[NH:16][N:17]=1)=[O:12])([CH3:4])([CH3:3])[CH3:2].[ClH:33], predict the reaction product. The product is: [ClH:33].[C:1]([C:5]1[CH:32]=[CH:31][CH:30]=[CH:29][C:6]=1[O:7][CH2:8][CH2:9][N:10]([CH3:28])[C:11]([C:13]1[C:14]2[CH2:20][NH:19][CH2:18][C:15]=2[NH:16][N:17]=1)=[O:12])([CH3:4])([CH3:2])[CH3:3].